Dataset: Peptide-MHC class I binding affinity with 185,985 pairs from IEDB/IMGT. Task: Regression. Given a peptide amino acid sequence and an MHC pseudo amino acid sequence, predict their binding affinity value. This is MHC class I binding data. The MHC is H-2-Db with pseudo-sequence H-2-Db. The peptide sequence is TMLINEYRL. The binding affinity (normalized) is 0.435.